This data is from Reaction yield outcomes from USPTO patents with 853,638 reactions. The task is: Predict the reaction yield, written as a fraction of the theoretical maximum amount of product (1.0 means a 100% yield; for example, 0.34 means a 34% yield). (1) The reactants are C([O-])([O-])=O.[K+].[K+].[OH:7][C:8]1[CH:13]=[C:12]([OH:14])[CH:11]=[CH:10][C:9]=1[CH2:15][CH2:16][C:17]([OH:19])=[O:18].[CH2:20](Br)[C:21]1[CH:26]=[CH:25][CH:24]=[CH:23][CH:22]=1. The catalyst is CC(C)=O. The product is [CH2:20]([O:7][C:8]1[CH:13]=[C:12]([O:14][CH2:20][C:21]2[CH:26]=[CH:25][CH:24]=[CH:23][CH:22]=2)[CH:11]=[CH:10][C:9]=1[CH2:15][CH2:16][C:17]([O:19][CH2:15][C:9]1[CH:10]=[CH:11][CH:12]=[CH:13][CH:8]=1)=[O:18])[C:21]1[CH:26]=[CH:25][CH:24]=[CH:23][CH:22]=1. The yield is 0.870. (2) The reactants are C(Cl)(=O)C(Cl)=O.[C:7]([C:9]1[C:10]([CH2:22][CH3:23])=[C:11]([C:19](O)=[O:20])[C:12]2[C:17]([CH:18]=1)=[CH:16][CH:15]=[CH:14][CH:13]=2)#[N:8].[BH4-].[Na+]. The catalyst is C(Cl)Cl.C(#N)C.C1COCC1.CN(C=O)C. The product is [C:7]([C:9]1[C:10]([CH2:22][CH3:23])=[C:11]([CH2:19][OH:20])[C:12]2[C:17]([CH:18]=1)=[CH:16][CH:15]=[CH:14][CH:13]=2)#[N:8]. The yield is 0.830. (3) The reactants are Br[C:2]1[CH:3]=[C:4]([C:8]2[N:17]=[C:16]([C:18]([O:20][CH2:21][CH3:22])=[O:19])[C:15]3[C:10](=[CH:11][C:12]([O:23][CH3:24])=[CH:13][CH:14]=3)[N:9]=2)[CH:5]=[CH:6][CH:7]=1.[CH3:25][C:26]1[O:30][C:29]([C@@:31]([OH:35])([C:33]#[CH:34])[CH3:32])=[N:28][CH:27]=1. No catalyst specified. The product is [OH:35][C@@:31]([C:29]1[O:30][C:26]([CH3:25])=[CH:27][N:28]=1)([CH3:32])[C:33]#[C:34][C:2]1[CH:3]=[C:4]([C:8]2[N:17]=[C:16]([C:18]([O:20][CH2:21][CH3:22])=[O:19])[C:15]3[C:10](=[CH:11][C:12]([O:23][CH3:24])=[CH:13][CH:14]=3)[N:9]=2)[CH:5]=[CH:6][CH:7]=1. The yield is 0.850.